This data is from Reaction yield outcomes from USPTO patents with 853,638 reactions. The task is: Predict the reaction yield, written as a fraction of the theoretical maximum amount of product (1.0 means a 100% yield; for example, 0.34 means a 34% yield). (1) The reactants are [CH3:1][C:2]1[C:3]([C:8]#[N:9])=[N:4][CH:5]=[CH:6][CH:7]=1.[Br:10]N1C(=O)CCC1=O.CC(O)=O.CC(N=NC(C#N)(C)C)(C#N)C. The catalyst is C(Cl)(Cl)(Cl)Cl. The product is [Br:10][CH2:1][C:2]1[C:3]([C:8]#[N:9])=[N:4][CH:5]=[CH:6][CH:7]=1. The yield is 0.210. (2) The reactants are [Cl-].O[NH3+:3].[C:4](=[O:7])([O-])[OH:5].[Na+].CS(C)=O.[CH2:13]([C:17]1[N:18]=[C:19]([CH3:48])[N:20]([CH2:39][C:40]2[CH:45]=[CH:44][C:43]([F:46])=[CH:42][C:41]=2[F:47])[C:21](=[O:38])[C:22]=1[CH2:23][C:24]1[CH:29]=[CH:28][C:27]([C:30]2[C:31]([C:36]#[N:37])=[CH:32][CH:33]=[CH:34][CH:35]=2)=[CH:26][CH:25]=1)[CH2:14][CH2:15][CH3:16]. The catalyst is C(OCC)(=O)C. The product is [CH2:13]([C:17]1[N:18]=[C:19]([CH3:48])[N:20]([CH2:39][C:40]2[CH:45]=[CH:44][C:43]([F:46])=[CH:42][C:41]=2[F:47])[C:21](=[O:38])[C:22]=1[CH2:23][C:24]1[CH:25]=[CH:26][C:27]([C:30]2[CH:35]=[CH:34][CH:33]=[CH:32][C:31]=2[C:36]2[NH:3][C:4](=[O:7])[O:5][N:37]=2)=[CH:28][CH:29]=1)[CH2:14][CH2:15][CH3:16]. The yield is 0.930. (3) The reactants are [N+:1]([C:4]1[CH:5]=[CH:6][C:7]([O:12][C:13]2([S:16][C:17]3[CH:22]=[CH:21][CH:20]=[CH:19][CH:18]=3)[CH2:15][CH2:14]2)=[C:8]([CH2:10][OH:11])[CH:9]=1)([O-])=O.C(O)(=O)C. The catalyst is O.[Fe]. The product is [NH2:1][C:4]1[CH:5]=[CH:6][C:7]([O:12][C:13]2([S:16][C:17]3[CH:18]=[CH:19][CH:20]=[CH:21][CH:22]=3)[CH2:14][CH2:15]2)=[C:8]([CH2:10][OH:11])[CH:9]=1. The yield is 0.620. (4) The reactants are [NH2:1][C:2]1[C:10]([NH2:11])=[CH:9][CH:8]=[CH:7][C:3]=1[C:4]([OH:6])=[O:5].[CH:12]([C:14]1[CH:32]=[CH:31][CH:30]=[CH:29][C:15]=1[O:16][CH:17]1[CH2:21][CH2:20][N:19]([C:22]([O:24][C:25]([CH3:28])([CH3:27])[CH3:26])=[O:23])[CH2:18]1)=O.S(S([O-])=O)([O-])(=O)=O.[Na+].[Na+]. The catalyst is CN(C=O)C.O. The product is [C:25]([O:24][C:22]([N:19]1[CH2:20][CH2:21][CH:17]([O:16][C:15]2[CH:29]=[CH:30][CH:31]=[CH:32][C:14]=2[C:12]2[NH:11][C:10]3[CH:9]=[CH:8][CH:7]=[C:3]([C:4]([OH:6])=[O:5])[C:2]=3[N:1]=2)[CH2:18]1)=[O:23])([CH3:28])([CH3:27])[CH3:26]. The yield is 0.840. (5) The reactants are [CH3:1][N:2]1[CH:6]=[CH:5][N:4]=[CH:3]1.[CH2:7]([Li])[CH2:8][CH2:9][CH3:10].CN(C)C(=O)C.COC(OC)(N(C)C)C.[NH2:27][NH2:28]. The catalyst is C(O)C.O1CCCC1. The product is [CH3:1][N:2]1[CH:6]=[CH:5][N:4]=[C:3]1[C:7]1[NH:28][N:27]=[C:9]([CH3:10])[CH:8]=1. The yield is 0.830. (6) The reactants are [CH3:1][N:2]([CH2:4][C:5]1[CH:6]=[C:7]([C:12]2[CH:13]=[C:14]([C:25](O)=[O:26])[C:15]3[C:16]([CH3:24])=[CH:17][N:18]([CH:21]([CH3:23])[CH3:22])[C:19]=3[CH:20]=2)[CH:8]=[CH:9][C:10]=1[F:11])[CH3:3].Cl.[NH2:29][CH2:30][C:31]1[C:32](=[O:39])[NH:33][C:34]([CH3:38])=[CH:35][C:36]=1[CH3:37].C1C=NC2N(O)N=NC=2C=1.CN1CCOCC1.C(Cl)CCl. The catalyst is CN(C=O)C. The product is [CH3:1][N:2]([CH2:4][C:5]1[CH:6]=[C:7]([C:12]2[CH:13]=[C:14]([C:25]([NH:29][CH2:30][C:31]3[C:32](=[O:39])[NH:33][C:34]([CH3:38])=[CH:35][C:36]=3[CH3:37])=[O:26])[C:15]3[C:16]([CH3:24])=[CH:17][N:18]([CH:21]([CH3:22])[CH3:23])[C:19]=3[CH:20]=2)[CH:8]=[CH:9][C:10]=1[F:11])[CH3:3]. The yield is 0.649.